From a dataset of Forward reaction prediction with 1.9M reactions from USPTO patents (1976-2016). Predict the product of the given reaction. (1) Given the reactants I[C:2]1[N:7]=[N:6][C:5]([NH:8][C:9](=[O:22])[CH2:10][C:11]2[CH:16]=[CH:15][CH:14]=[C:13]([O:17][C:18]([F:21])([F:20])[F:19])[CH:12]=2)=[CH:4][CH:3]=1.[CH2:23]([C:27]1[S:31][C:30]([C:32]([NH:34][CH2:35][CH2:36][O:37][CH3:38])=[O:33])=[N:29][N:28]=1)[CH2:24][C:25]#[CH:26], predict the reaction product. The product is: [CH3:38][O:37][CH2:36][CH2:35][NH:34][C:32]([C:30]1[S:31][C:27]([CH2:23][CH2:24][C:25]#[C:26][C:2]2[N:7]=[N:6][C:5]([NH:8][C:9](=[O:22])[CH2:10][C:11]3[CH:16]=[CH:15][CH:14]=[C:13]([O:17][C:18]([F:21])([F:20])[F:19])[CH:12]=3)=[CH:4][CH:3]=2)=[N:28][N:29]=1)=[O:33]. (2) The product is: [CH2:17]([O:16][C:14]([C@@H:3]1[N:2]([CH3:1])[C:6](=[O:7])[CH2:5][C@@H:4]1[C:8]1[CH:9]=[CH:10][CH:11]=[CH:12][CH:13]=1)=[O:15])[CH3:18]. Given the reactants [CH3:1][N:2]1[C:6](=[O:7])[CH:5]=[C:4]([C:8]2[CH:13]=[CH:12][CH:11]=[CH:10][CH:9]=2)[CH:3]1[C:14]([O:16][CH2:17][CH3:18])=[O:15], predict the reaction product. (3) Given the reactants Cl.C(O[C:7]([N:9]1[CH2:14][CH2:13][CH:12]([C:15]([OH:17])=[O:16])[C@@H:11]([NH:18][C@H:19]([C:21]2[CH:26]=[CH:25][CH:24]=[CH:23][CH:22]=2)[CH3:20])[CH2:10]1)=O)(C)(C)C.C([O-])([O-])=O.[K+].[K+].ClC1[N:39]=[CH:38][N:37]=[C:36]([NH2:40])[C:35]=1[F:41], predict the reaction product. The product is: [NH2:40][C:36]1[N:37]=[CH:38][N:39]=[C:7]([N:9]2[CH2:14][CH2:13][CH:12]([C:15]([OH:17])=[O:16])[C@@H:11]([NH:18][C@H:19]([C:21]3[CH:22]=[CH:23][CH:24]=[CH:25][CH:26]=3)[CH3:20])[CH2:10]2)[C:35]=1[F:41]. (4) Given the reactants [F:1][C:2]1[CH:3]=[C:4]([CH:7]=[C:8]([OH:10])[CH:9]=1)[C:5]#N.[H-].C([Al+]CC(C)C)C(C)C.C[OH:22].O, predict the reaction product. The product is: [F:1][C:2]1[CH:3]=[C:4]([CH:7]=[C:8]([OH:10])[CH:9]=1)[CH:5]=[O:22]. (5) The product is: [NH2:31][C:20](=[O:22])[CH2:19][C:15]1([NH:14][C:12]([C:10]2[CH:9]=[CH:8][C:7]([N:23]3[CH2:24][C:25]([F:28])([F:27])[CH2:26]3)=[C:6]([O:5][CH2:4][CH:1]3[CH2:2][CH2:3]3)[N:11]=2)=[O:13])[CH2:18][CH2:17][CH2:16]1. Given the reactants [CH:1]1([CH2:4][O:5][C:6]2[N:11]=[C:10]([C:12]([NH:14][C:15]3([CH2:19][C:20]([OH:22])=O)[CH2:18][CH2:17][CH2:16]3)=[O:13])[CH:9]=[CH:8][C:7]=2[N:23]2[CH2:26][C:25]([F:28])([F:27])[CH2:24]2)[CH2:3][CH2:2]1.C1N=C[N:31](C(N2C=NC=C2)=O)C=1.N, predict the reaction product.